From a dataset of Forward reaction prediction with 1.9M reactions from USPTO patents (1976-2016). Predict the product of the given reaction. (1) Given the reactants Br[C:2]1[C:3]([CH3:9])=[N:4][CH:5]=[N:6][C:7]=1[CH3:8].[CH3:10][C:11]1([CH3:27])[C:15]([CH3:17])([CH3:16])[O:14][B:13]([B:13]2[O:14][C:15]([CH3:17])([CH3:16])[C:11]([CH3:27])([CH3:10])[O:12]2)[O:12]1.C([O-])(=O)C.[K+], predict the reaction product. The product is: [CH3:9][C:3]1[C:2]([B:13]2[O:14][C:15]([CH3:17])([CH3:16])[C:11]([CH3:27])([CH3:10])[O:12]2)=[C:7]([CH3:8])[N:6]=[CH:5][N:4]=1. (2) Given the reactants Br[C:2]1[CH:7]=[CH:6][C:5]([C:8]2[N:12]=[CH:11][N:10]([C:13]3[CH:18]=[CH:17][C:16]([O:19][C:20]([F:23])([F:22])[F:21])=[CH:15][CH:14]=3)[N:9]=2)=[CH:4][CH:3]=1.[CH2:24]([OH:27])[C:25]#[CH:26], predict the reaction product. The product is: [F:21][C:20]([F:23])([F:22])[O:19][C:16]1[CH:17]=[CH:18][C:13]([N:10]2[CH:11]=[N:12][C:8]([C:5]3[CH:6]=[CH:7][C:2]([C:26]#[C:25][CH2:24][OH:27])=[CH:3][CH:4]=3)=[N:9]2)=[CH:14][CH:15]=1. (3) The product is: [CH3:30][O:29][C:27]([NH:1][CH2:2][CH2:3][O:4][C@@H:5]([C:19]1[CH:20]=[C:21]([CH3:25])[CH:22]=[CH:23][CH:24]=1)[C@@H:6]1[CH2:11][CH2:10][CH2:9][N:8]([C:12]([O:14][C:15]([CH3:18])([CH3:17])[CH3:16])=[O:13])[CH2:7]1)=[O:28]. Given the reactants [NH2:1][CH2:2][CH2:3][O:4][C@@H:5]([C:19]1[CH:20]=[C:21]([CH3:25])[CH:22]=[CH:23][CH:24]=1)[C@@H:6]1[CH2:11][CH2:10][CH2:9][N:8]([C:12]([O:14][C:15]([CH3:18])([CH3:17])[CH3:16])=[O:13])[CH2:7]1.Cl[C:27]([O:29][CH3:30])=[O:28].O, predict the reaction product.